This data is from Full USPTO retrosynthesis dataset with 1.9M reactions from patents (1976-2016). The task is: Predict the reactants needed to synthesize the given product. (1) Given the product [CH3:23][O:20][C:10]1[CH:11]=[C:6]([C:3]2[C:4]([NH2:5])=[N:21][NH:22][C:2]=2[C:14]2[CH:19]=[CH:18][N:17]=[CH:16][CH:15]=2)[CH:7]=[CH:8][CH:9]=1, predict the reactants needed to synthesize it. The reactants are: Cl[C:2]([C:14]1[CH:19]=[CH:18][N:17]=[CH:16][CH:15]=1)=[C:3]([C:6]1[CH:11]=[CH:10][CH:9]=[C:8](OC)[CH:7]=1)[C:4]#[N:5].[OH2:20].[NH2:21][NH2:22].[CH2:23](O)C. (2) Given the product [O:29]=[C:30]([CH3:32])[CH2:31][C:2]1[CH:3]=[C:4]([CH2:8][C:9]#[N:10])[CH:5]=[CH:6][CH:7]=1, predict the reactants needed to synthesize it. The reactants are: Br[C:2]1[CH:3]=[C:4]([CH2:8][C:9]#[N:10])[CH:5]=[CH:6][CH:7]=1.C[O-].C([Sn+](CCCC)CCCC)CCC.C([O:29][C:30]([CH3:32])=[CH2:31])(=O)C.[F-].[K+].